From a dataset of Reaction yield outcomes from USPTO patents with 853,638 reactions. Predict the reaction yield, written as a fraction of the theoretical maximum amount of product (1.0 means a 100% yield; for example, 0.34 means a 34% yield). (1) The reactants are [C:1]1([CH2:7][NH2:8])[CH:6]=[CH:5][CH:4]=[CH:3][CH:2]=1.[CH3:9][C:10]([CH3:12])=O.[BH-](OC(C)=O)(OC(C)=O)OC(C)=O.[Na+]. The catalyst is C(Cl)Cl. The product is [CH2:7]([NH:8][CH:10]([CH3:12])[CH3:9])[C:1]1[CH:6]=[CH:5][CH:4]=[CH:3][CH:2]=1. The yield is 0.700. (2) The reactants are [CH:1]12[CH2:10][CH:5]3[CH2:6][CH:7]([CH2:9][CH:3]([CH2:4]3)[CH2:2]1)[CH2:8]2.[OH:11]N1C(=O)C2=CC=CC=C2C1=O.C1(OC)C=CC=CC=1.O=O.C12(O)CC3CC(CC(C3)C1)C2. The catalyst is C(O)(=O)C. The product is [CH:1]12[CH2:10][CH:5]3[CH2:6][CH:7]([CH2:9][CH:3]([CH2:4]3)[C:2]1=[O:11])[CH2:8]2. The yield is 0.113.